This data is from Catalyst prediction with 721,799 reactions and 888 catalyst types from USPTO. The task is: Predict which catalyst facilitates the given reaction. (1) Reactant: CCN(C(C)C)C(C)C.[CH3:10][C:11]1[N:12]=[C:13]([CH:22]2[O:27][CH2:26][CH2:25][NH:24][CH2:23]2)[NH:14][C:15]=1[C:16]1[CH:21]=[CH:20][CH:19]=[CH:18][CH:17]=1.[Cl:28][C:29]1[CH:34]=[C:33](Cl)[N:32]=[C:31]([NH2:36])[N:30]=1. Product: [Cl:28][C:29]1[CH:34]=[C:33]([N:24]2[CH2:25][CH2:26][O:27][CH:22]([C:13]3[NH:14][C:15]([C:16]4[CH:17]=[CH:18][CH:19]=[CH:20][CH:21]=4)=[C:11]([CH3:10])[N:12]=3)[CH2:23]2)[N:32]=[C:31]([NH2:36])[N:30]=1. The catalyst class is: 8. (2) Reactant: [CH2:1]([C:15]1[CH:21]=[CH:20][C:18]([NH2:19])=[CH:17][CH:16]=1)[CH2:2][CH2:3][CH2:4][CH2:5][CH2:6][CH2:7][CH2:8][CH2:9][CH2:10][CH2:11][CH2:12][CH2:13][CH3:14].[F:22][B-:23]([F:26])([F:25])[F:24].[N:27]#[O+].[K+].[Br-]. Product: [F:22][B-:23]([F:26])([F:25])[F:24].[CH2:1]([C:15]1[CH:16]=[CH:17][C:18]([N+:19]#[N:27])=[CH:20][CH:21]=1)[CH2:2][CH2:3][CH2:4][CH2:5][CH2:6][CH2:7][CH2:8][CH2:9][CH2:10][CH2:11][CH2:12][CH2:13][CH3:14]. The catalyst class is: 291. (3) Product: [Cl:17][C:18]1[C:19]([CH3:20])=[N:16][C:13]2[N:12]([N:11]=[C:10]3[CH2:9][NH:8][CH2:15][C:14]3=2)[CH:22]=1. Reactant: C(OC([N:8]1[CH2:15][C:14]2[C:10](=[N:11][NH:12][C:13]=2[NH2:16])[CH2:9]1)=O)(C)(C)C.[Cl:17][CH:18]([CH:22](OCC)OCC)[C:19](=O)[CH3:20]. The catalyst class is: 52. (4) Reactant: [NH2:1][C:2]1[CH:7]=[CH:6][C:5]([CH3:8])=[CH:4][C:3]=1[S:9]([NH2:12])(=[O:11])=[O:10].[Cl:13][C:14]1[CH:19]=[CH:18][C:17]([CH2:20][CH2:21][S:22](Cl)(=[O:24])=[O:23])=[CH:16][CH:15]=1. Product: [Cl:13][C:14]1[CH:15]=[CH:16][C:17]([CH2:20][CH2:21][S:22]([NH:1][C:2]2[CH:7]=[CH:6][C:5]([CH3:8])=[CH:4][C:3]=2[S:9]([NH2:12])(=[O:10])=[O:11])(=[O:24])=[O:23])=[CH:18][CH:19]=1. The catalyst class is: 17.